Predict the reactants needed to synthesize the given product. From a dataset of Full USPTO retrosynthesis dataset with 1.9M reactions from patents (1976-2016). (1) The reactants are: [CH:1]1[C:13]2[CH:12]([CH2:14][O:15][C:16]([O:18]N3C(=O)CCC3=O)=O)[C:11]3[C:6](=[CH:7][CH:8]=[CH:9][CH:10]=3)[C:5]=2[CH:4]=[CH:3][CH:2]=1.[NH2:26][C:27]1[CH:36]=[CH:35][CH:34]=[C:33]2[C:28]=1[CH2:29][CH2:30][NH:31][CH2:32]2. Given the product [CH:1]1[C:13]2[CH:12]([CH2:14][O:15][C:16]([N:31]3[CH2:30][CH2:29][C:28]4[C:33](=[CH:34][CH:35]=[CH:36][C:27]=4[NH2:26])[CH2:32]3)=[O:18])[C:11]3[C:6](=[CH:7][CH:8]=[CH:9][CH:10]=3)[C:5]=2[CH:4]=[CH:3][CH:2]=1, predict the reactants needed to synthesize it. (2) The reactants are: [O:1]1[C:5]2[CH:6]=[CH:7][C:8]([CH:10]([OH:49])[CH2:11][S:12][C@H:13]3[C:16](=[O:17])[N:15]([C:18]4[CH:23]=[CH:22][C:21]([F:24])=[CH:20][CH:19]=4)[C@@H:14]3[C:25]3[CH:48]=[CH:47][C:28]([O:29][CH2:30][C:31]([NH:33]CC(N[C@@H](C(O)=O)CCCCN)=O)=[O:32])=[CH:27][CH:26]=3)=[CH:9][C:4]=2[O:3][CH2:2]1.CN1CCOCC1.Cl.N[CH2:59][C:60]([O:62]C(C)(C)C)=[O:61].CN(C(ON1N=NC2C=CC=CC1=2)=[N+](C)C)C.[B-](F)(F)(F)F.NCC([O-])=O.[BH4-].[Na+].C([O-])(=O)C.[NH4+]. Given the product [O:1]1[C:5]2[CH:6]=[CH:7][C:8]([CH:10]([OH:49])[CH2:11][S:12][C@H:13]3[C:16](=[O:17])[N:15]([C:18]4[CH:23]=[CH:22][C:21]([F:24])=[CH:20][CH:19]=4)[C@@H:14]3[C:25]3[CH:26]=[CH:27][C:28]([O:29][CH2:30][C:31]([NH:33][CH2:59][C:60]([OH:62])=[O:61])=[O:32])=[CH:47][CH:48]=3)=[CH:9][C:4]=2[O:3][CH2:2]1, predict the reactants needed to synthesize it. (3) Given the product [Cl:1][C:2]1[CH:3]=[C:4]([C:12]2[O:16][N:15]=[C:14]([C:17]3[CH:18]=[C:19]4[C:23](=[CH:24][CH:25]=3)[N:22]([CH2:26][CH2:27][CH2:28][C:29]([OH:31])=[O:30])[N:21]=[CH:20]4)[N:13]=2)[CH:5]=[CH:6][C:7]=1[O:8][CH:9]([CH3:11])[CH3:10], predict the reactants needed to synthesize it. The reactants are: [Cl:1][C:2]1[CH:3]=[C:4]([C:12]2[O:16][N:15]=[C:14]([C:17]3[CH:18]=[C:19]4[C:23](=[CH:24][CH:25]=3)[N:22]([CH2:26][CH2:27][CH2:28][C:29]([O:31]CC)=[O:30])[N:21]=[CH:20]4)[N:13]=2)[CH:5]=[CH:6][C:7]=1[O:8][CH:9]([CH3:11])[CH3:10].[OH-].[Na+]. (4) Given the product [CH2:1]([O:3][C:4](=[O:20])[CH2:5][C:6]1[N:14]2[C:9]([CH:10]=[C:11]([C:15]([F:16])([F:17])[F:18])[CH:12]=[CH:13]2)=[C:8]([S:31][C:28]2[CH:29]=[CH:30][C:25]([S:22]([CH3:21])(=[O:24])=[O:23])=[CH:26][CH:27]=2)[C:7]=1[CH3:19])[CH3:2], predict the reactants needed to synthesize it. The reactants are: [CH2:1]([O:3][C:4](=[O:20])[CH2:5][C:6]1[N:14]2[C:9]([CH:10]=[C:11]([C:15]([F:18])([F:17])[F:16])[CH:12]=[CH:13]2)=[CH:8][C:7]=1[CH3:19])[CH3:2].[CH3:21][S:22]([C:25]1[CH:30]=[CH:29][C:28]([S:31][S:31][C:28]2[CH:29]=[CH:30][C:25]([S:22]([CH3:21])(=[O:24])=[O:23])=[CH:26][CH:27]=2)=[CH:27][CH:26]=1)(=[O:24])=[O:23]. (5) The reactants are: [Br:1][C:2]1[CH:3]=[C:4]2[C:14](=[CH:15][CH:16]=1)[O:13][C:7]1([CH2:12][CH2:11][CH2:10][O:9][CH2:8]1)[CH:6]([CH3:17])[C:5]2=O.C[Si]([N:23]=[C:24]=[N:25][Si](C)(C)C)(C)C. Given the product [Br:1][C:2]1[CH:3]=[C:4]2[C:14](=[CH:15][CH:16]=1)[O:13][C:7]1([CH2:12][CH2:11][CH2:10][O:9][CH2:8]1)[CH:6]([CH3:17])/[C:5]/2=[N:25]\[C:24]#[N:23], predict the reactants needed to synthesize it.